Dataset: Reaction yield outcomes from USPTO patents with 853,638 reactions. Task: Predict the reaction yield, written as a fraction of the theoretical maximum amount of product (1.0 means a 100% yield; for example, 0.34 means a 34% yield). (1) The reactants are Cl[C:2]1[CH:7]=[C:6]([CH3:8])[N:5]=[C:4]([C:9]2[CH:14]=[CH:13][CH:12]=[CH:11][C:10]=2[C:15]([F:18])([F:17])[F:16])[N:3]=1.[F:19][C:20]1[CH:21]=[C:22]2[C:26](=[CH:27][CH:28]=1)[NH:25][N:24]=[C:23]2[NH2:29].O.C(=O)(O)[O-].[Na+]. The catalyst is CN1CCCC1=O. The product is [F:19][C:20]1[CH:21]=[C:22]2[C:26](=[CH:27][CH:28]=1)[NH:25][N:24]=[C:23]2[NH:29][C:2]1[CH:7]=[C:6]([CH3:8])[N:5]=[C:4]([C:9]2[CH:14]=[CH:13][CH:12]=[CH:11][C:10]=2[C:15]([F:18])([F:17])[F:16])[N:3]=1. The yield is 0.430. (2) The reactants are [Si:1]([O:8][C@H:9]([CH3:42])[CH2:10][CH2:11][CH2:12][C:13](=[O:41])/[CH:14]=[CH:15]/[C@H:16]1[C@H:20]([O:21][CH:22]2[CH2:27][CH2:26][CH2:25][CH2:24][O:23]2)[CH2:19][C@@H:18]([Cl:28])[C@@H:17]1[CH2:29][CH2:30][CH2:31][CH2:32][CH2:33][CH2:34][C:35]([O:37][CH2:38][CH2:39][CH3:40])=[O:36])([C:4]([CH3:7])([CH3:6])[CH3:5])([CH3:3])[CH3:2]. The catalyst is ClCCl. The product is [Si:1]([O:8][C@H:9]([CH3:42])[CH2:10][CH2:11][CH2:12][C@H:13]([OH:41])/[CH:14]=[CH:15]/[C@H:16]1[C@H:20]([O:21][CH:22]2[CH2:27][CH2:26][CH2:25][CH2:24][O:23]2)[CH2:19][C@@H:18]([Cl:28])[C@@H:17]1[CH2:29][CH2:30][CH2:31][CH2:32][CH2:33][CH2:34][C:35]([O:37][CH2:38][CH2:39][CH3:40])=[O:36])([C:4]([CH3:7])([CH3:6])[CH3:5])([CH3:3])[CH3:2]. The yield is 0.740. (3) The reactants are Br[C:2]1[CH:3]=[C:4]([NH:8][CH2:9][CH:10]([OH:22])[CH2:11][N:12]2[CH2:21][CH2:20][C:19]3[C:14](=[CH:15][CH:16]=[CH:17][CH:18]=3)[CH2:13]2)[CH:5]=[CH:6][CH:7]=1.O.[CH3:24][N:25]1[C:29]2[CH:30]=[C:31](B3OC(C)(C)C(C)(C)O3)[CH:32]=[CH:33][C:28]=2[N:27]=[CH:26]1.C([O-])([O-])=O.[Cs+].[Cs+]. The catalyst is O1CCOCC1.C1C=CC(P(C2C=CC=CC=2)[C-]2C=CC=C2)=CC=1.C1C=CC(P(C2C=CC=CC=2)[C-]2C=CC=C2)=CC=1.Cl[Pd]Cl.[Fe+2]. The product is [CH2:13]1[C:14]2[C:19](=[CH:18][CH:17]=[CH:16][CH:15]=2)[CH2:20][CH2:21][N:12]1[CH2:11][CH:10]([OH:22])[CH2:9][NH:8][C:4]1[CH:5]=[CH:6][CH:7]=[C:2]([C:31]2[CH:32]=[CH:33][C:28]3[N:27]=[CH:26][N:25]([CH3:24])[C:29]=3[CH:30]=2)[CH:3]=1. The yield is 0.340. (4) The reactants are Cl[C:2]1[C:7]([C:8]([O:10][CH3:11])=[O:9])=[CH:6][N:5]=[C:4]([CH3:12])[CH:3]=1.[Cl:13][C:14]1[CH:19]=[CH:18][C:17](B(O)O)=[C:16]([F:23])[CH:15]=1.C(=O)([O-])[O-].[Cs+].[Cs+]. The catalyst is O1CCOCC1.O.C1C=CC([P]([Pd]([P](C2C=CC=CC=2)(C2C=CC=CC=2)C2C=CC=CC=2)([P](C2C=CC=CC=2)(C2C=CC=CC=2)C2C=CC=CC=2)[P](C2C=CC=CC=2)(C2C=CC=CC=2)C2C=CC=CC=2)(C2C=CC=CC=2)C2C=CC=CC=2)=CC=1. The product is [Cl:13][C:14]1[CH:19]=[CH:18][C:17]([C:2]2[C:7]([C:8]([O:10][CH3:11])=[O:9])=[CH:6][N:5]=[C:4]([CH3:12])[CH:3]=2)=[C:16]([F:23])[CH:15]=1. The yield is 0.430. (5) The reactants are C(NC1C=CC(C2C=C3C(CN([C@@H](C(C)C)C(O)=O)C3=O)=CC=2)=CC=1)(=O)C1C=CC=CC=1.[CH3:33][CH:34]([CH3:72])[C@H:35]([N:40]1[CH2:48][C:47]2[C:42](=[CH:43][C:44]([C:49]3[CH:54]=[CH:53][C:52]([NH:55][C:56](=[O:70])[C:57]4[CH:62]=[CH:61][CH:60]=[C:59]([O:63][C:64]5[CH:69]=[CH:68][CH:67]=[CH:66][CH:65]=5)[CH:58]=4)=[CH:51][CH:50]=3)=[CH:45][CH:46]=2)[C:41]1=[O:71])[C:36]([O:38]C)=[O:37]. No catalyst specified. The product is [CH3:33][CH:34]([CH3:72])[C@H:35]([N:40]1[CH2:48][C:47]2[C:42](=[CH:43][C:44]([C:49]3[CH:50]=[CH:51][C:52]([NH:55][C:56](=[O:70])[C:57]4[CH:62]=[CH:61][CH:60]=[C:59]([O:63][C:64]5[CH:69]=[CH:68][CH:67]=[CH:66][CH:65]=5)[CH:58]=4)=[CH:53][CH:54]=3)=[CH:45][CH:46]=2)[C:41]1=[O:71])[C:36]([OH:38])=[O:37]. The yield is 0.834.